Dataset: Reaction yield outcomes from USPTO patents with 853,638 reactions. Task: Predict the reaction yield, written as a fraction of the theoretical maximum amount of product (1.0 means a 100% yield; for example, 0.34 means a 34% yield). (1) The reactants are Cl[C:2]1[CH:3]=[C:4]([C:15]([NH:17][CH2:18][C:19]2[C:20](=[O:27])[NH:21][C:22]([CH3:26])=[CH:23][C:24]=2[CH3:25])=[O:16])[C:5]2[C:10]([CH3:11])=[N:9][N:8]([CH:12]([CH3:14])[CH3:13])[C:6]=2[N:7]=1.[CH3:28][N:29]([CH3:48])[S:30]([C:33]1[CH:38]=[CH:37][C:36](B2OC(C)(C)C(C)(C)O2)=[CH:35][CH:34]=1)(=[O:32])=[O:31].C(=O)(O)[O-].[Na+].O. The catalyst is COCCOC.O. The product is [CH3:28][N:29]([CH3:48])[S:30]([C:33]1[CH:34]=[CH:35][C:36]([C:2]2[CH:3]=[C:4]([C:15]([NH:17][CH2:18][C:19]3[C:20](=[O:27])[NH:21][C:22]([CH3:26])=[CH:23][C:24]=3[CH3:25])=[O:16])[C:5]3[C:10]([CH3:11])=[N:9][N:8]([CH:12]([CH3:14])[CH3:13])[C:6]=3[N:7]=2)=[CH:37][CH:38]=1)(=[O:31])=[O:32]. The yield is 0.780. (2) The reactants are [CH2:1]([N:3]1[CH2:8][CH2:7][N:6]([CH2:9][C:10]([O:12]CC)=[O:11])[CH2:5][CH2:4]1)[CH3:2]. The catalyst is Cl. The product is [CH2:1]([N:3]1[CH2:8][CH2:7][N:6]([CH2:9][C:10]([OH:12])=[O:11])[CH2:5][CH2:4]1)[CH3:2]. The yield is 0.545. (3) The reactants are [N+:1]([C:4]1[CH:5]=[C:6]2[C:14](=[CH:15][CH:16]=1)[NH:13][C:12]1[CH2:11][CH2:10][CH2:9][CH2:8][C:7]2=1)([O-])=O.C(O)C.O.O.[Sn](Cl)Cl. The catalyst is C(=O)(O)[O-].[Na+]. The product is [CH2:11]1[C:12]2[NH:13][C:14]3[C:6](=[CH:5][C:4]([NH2:1])=[CH:16][CH:15]=3)[C:7]=2[CH2:8][CH2:9][CH2:10]1. The yield is 0.950. (4) The reactants are [F:1][C:2]1[CH:10]=[CH:9][CH:8]=[CH:7][C:3]=1[C:4]([NH2:6])=[O:5].[H-].[Na+].[C:13](Cl)(=[O:22])[CH:14]=[CH:15][C:16]1[CH:21]=[CH:20][CH:19]=[CH:18][CH:17]=1.Cl. The catalyst is O1CCCC1. The product is [C:13]([NH:6][C:4](=[O:5])[C:3]1[CH:7]=[CH:8][CH:9]=[CH:10][C:2]=1[F:1])(=[O:22])/[CH:14]=[CH:15]/[C:16]1[CH:21]=[CH:20][CH:19]=[CH:18][CH:17]=1. The yield is 0.700. (5) The reactants are Cl[C:2]1[CH:3]=[CH:4][C:5]([N+:9]([O-:11])=[O:10])=[C:6]([CH:8]=1)[NH2:7].[O:12]1[CH2:17][CH2:16][N:15]([C:18]2[CH:23]=[CH:22][C:21](B(O)O)=[CH:20][CH:19]=2)[CH2:14][CH2:13]1.C([O-])([O-])=O.[Na+].[Na+]. The catalyst is COCCOC. The product is [N:15]1([C:18]2[CH:23]=[CH:22][C:21]([C:2]3[CH:3]=[CH:4][C:5]([N+:9]([O-:11])=[O:10])=[C:6]([NH2:7])[CH:8]=3)=[CH:20][CH:19]=2)[CH2:16][CH2:17][O:12][CH2:13][CH2:14]1. The yield is 0.669. (6) The reactants are [C:1]([NH:4][C:5]1[CH:10]=[CH:9][C:8]([S:11](Cl)(=[O:13])=[O:12])=[CH:7][CH:6]=1)(=[O:3])[CH3:2].[NH2:15][C:16]1[S:20][C:19]([CH2:21][C:22]([O:24][CH2:25][CH3:26])=[O:23])=[N:18][N:17]=1.Cl. The catalyst is N1C=CC=CC=1. The product is [C:1]([NH:4][C:5]1[CH:10]=[CH:9][C:8]([S:11]([NH:15][C:16]2[S:20][C:19]([CH2:21][C:22]([O:24][CH2:25][CH3:26])=[O:23])=[N:18][N:17]=2)(=[O:13])=[O:12])=[CH:7][CH:6]=1)(=[O:3])[CH3:2]. The yield is 0.760. (7) The reactants are [CH:1]1[CH2:5][CH:4]=[CH:3][CH:2]=1.[CH2:6]([C:10]([CH3:12])=O)[CH:7]([CH3:9])[CH3:8].N1CCCC1. The catalyst is CO.CCOCC.O. The product is [CH3:12][C:10]([CH2:6][CH:7]([CH3:9])[CH3:8])=[C:2]1[CH:1]=[CH:5][CH:4]=[CH:3]1. The yield is 0.710. (8) The reactants are [CH:1]1([N:6]2[CH2:11][CH2:10][N:9]([C:12]([C:14]3[CH:15]=[C:16]4[C:20](=[CH:21][CH:22]=3)[NH:19][C:18]([C:23](O)=[O:24])=[CH:17]4)=[O:13])[CH2:8][CH2:7]2)[CH2:5][CH2:4][CH2:3][CH2:2]1.Cl.F[B-](F)(F)F.N1(OC(N(C)C)=[N+](C)C)C2C=CC=CC=2N=N1.[NH:49]1[CH2:54][CH2:53][S:52](=[O:56])(=[O:55])[CH2:51][CH2:50]1.C(N(CC)C(C)C)(C)C. The catalyst is CN(C)C=O. The product is [CH:1]1([N:6]2[CH2:11][CH2:10][N:9]([C:12]([C:14]3[CH:15]=[C:16]4[C:20](=[CH:21][CH:22]=3)[NH:19][C:18]([C:23]([N:49]3[CH2:54][CH2:53][S:52](=[O:56])(=[O:55])[CH2:51][CH2:50]3)=[O:24])=[CH:17]4)=[O:13])[CH2:8][CH2:7]2)[CH2:2][CH2:3][CH2:4][CH2:5]1. The yield is 0.580.